From a dataset of Forward reaction prediction with 1.9M reactions from USPTO patents (1976-2016). Predict the product of the given reaction. (1) Given the reactants N1C=CC=CC=1.COC([CH:11]1[CH2:15][CH2:14][CH:13]([CH2:16][C:17]2[CH:22]=[CH:21][C:20]([Cl:23])=[CH:19][CH:18]=2)[C:12]1=[O:24])=O.C(O)(=O)C.O.C(=O)(O)[O-].[Na+], predict the reaction product. The product is: [Cl:23][C:20]1[CH:19]=[CH:18][C:17]([CH2:16][CH:13]2[CH2:14][CH2:15][CH2:11][C:12]2=[O:24])=[CH:22][CH:21]=1. (2) Given the reactants [CH3:1][NH:2][C:3]1[CH:8]=[CH:7][C:6]([CH2:9][OH:10])=[CH:5][CH:4]=1.N1C=CN=C1.[CH3:16][C:17]([Si:20](Cl)([CH3:22])[CH3:21])([CH3:19])[CH3:18], predict the reaction product. The product is: [Si:20]([O:10][CH2:9][C:6]1[CH:7]=[CH:8][C:3]([NH:2][CH3:1])=[CH:4][CH:5]=1)([C:17]([CH3:19])([CH3:18])[CH3:16])([CH3:22])[CH3:21]. (3) Given the reactants [CH3:1][N:2]1[C:6]2=[N:7][CH:8]=[C:9]([N+:12]([O-])=O)[C:10]([CH3:11])=[C:5]2[C:4]([C:15]2[CH2:20][CH2:19][N:18]([C:21]([O:23][C:24]([CH3:27])([CH3:26])[CH3:25])=[O:22])[CH2:17][CH:16]=2)=[CH:3]1.C([O-])=O.[NH4+], predict the reaction product. The product is: [NH2:12][C:9]1[C:10]([CH3:11])=[C:5]2[C:4]([CH:15]3[CH2:16][CH2:17][N:18]([C:21]([O:23][C:24]([CH3:25])([CH3:26])[CH3:27])=[O:22])[CH2:19][CH2:20]3)=[CH:3][N:2]([CH3:1])[C:6]2=[N:7][CH:8]=1. (4) Given the reactants FC(F)(F)S(O[C:7]1[CH2:25][C:9]2([CH2:12][C:11]([C:19]([O:21][CH:22]([CH3:24])[CH3:23])=[O:20])([C:13]([O:15][CH:16]([CH3:18])[CH3:17])=[O:14])[CH2:10]2)[CH:8]=1)(=O)=O.C1([O-])C=CC=CC=1.C1(P(C2C=CC=CC=2)C2C=CC=CC=2)C=CC=CC=1.[CH3:54][C@:55]12[C@@:72]3([CH3:73])[C@@H:63]([C@:64]4([CH3:84])[C@@H:69]([CH2:70][CH2:71]3)[C:68]([CH3:75])([CH3:74])[C:67](OS(C(F)(F)F)(=O)=O)=[CH:66][CH2:65]4)[CH2:62][CH2:61][C@@H:60]1[C@H:59]1[C@H:85]([C:88]([CH3:90])=[CH2:89])[CH2:86][CH2:87][C@:58]1([C:91]([O:93][CH2:94][C:95]1[CH:100]=[CH:99][CH:98]=[CH:97][CH:96]=1)=[O:92])[CH2:57][CH2:56]2.P(=O)(O)(O)O.[K], predict the reaction product. The product is: [CH2:94]([O:93][C:91]([C@:58]12[CH2:87][CH2:86][C@@H:85]([C:88]([CH3:90])=[CH2:89])[C@@H:59]1[C@@H:60]1[C@@:55]([CH3:54])([CH2:56][CH2:57]2)[C@@:72]2([CH3:73])[C@@H:63]([C@:64]3([CH3:84])[C@@H:69]([CH2:70][CH2:71]2)[C:68]([CH3:74])([CH3:75])[C:67]([C:7]2[CH2:25][C:9]4([CH2:10][C:11]([C:13]([O:15][CH:16]([CH3:18])[CH3:17])=[O:14])([C:19]([O:21][CH:22]([CH3:24])[CH3:23])=[O:20])[CH2:12]4)[CH:8]=2)=[CH:66][CH2:65]3)[CH2:62][CH2:61]1)=[O:92])[C:95]1[CH:100]=[CH:99][CH:98]=[CH:97][CH:96]=1. (5) Given the reactants Cl.[NH2:2][C@H:3]1[CH2:8][CH2:7][C@H:6]([NH:9][C:10]([C:12]2[C:16]3[N:17]=[CH:18][N:19]=[C:20]([C:21]4[CH:26]=[C:25]([CH:27]([F:29])[F:28])[CH:24]=[CH:23][C:22]=4[O:30][CH2:31][CH:32]4[CH2:34][CH2:33]4)[C:15]=3[NH:14][C:13]=2[CH3:35])=[O:11])[C@@H:5]([CH3:36])[CH2:4]1.[C:37](Cl)(=[O:40])[CH2:38][CH3:39], predict the reaction product. The product is: [CH:32]1([CH2:31][O:30][C:22]2[CH:23]=[CH:24][C:25]([CH:27]([F:29])[F:28])=[CH:26][C:21]=2[C:20]2[C:15]3[NH:14][C:13]([CH3:35])=[C:12]([C:10]([NH:9][C@H:6]4[CH2:7][CH2:8][C@H:3]([NH:2][C:37](=[O:40])[CH2:38][CH3:39])[CH2:4][C@@H:5]4[CH3:36])=[O:11])[C:16]=3[N:17]=[CH:18][N:19]=2)[CH2:34][CH2:33]1. (6) Given the reactants [NH2:1][C:2]1[S:3][C:4]2[C:10]([CH:11]([CH3:13])[CH3:12])=[C:9]([S:14]S(C3C=CC(C)=CC=3)(=O)=O)[CH:8]=[C:7]([CH3:25])[C:5]=2[N:6]=1.[OH:26][C:27]1[CH2:32][C@@:31]([CH2:36][CH2:37][C:38]2[CH:43]=[CH:42][C:41]([OH:44])=[CH:40][CH:39]=2)([CH:33]([CH3:35])[CH3:34])[O:30][C:29](=[O:45])[CH:28]=1.C(=O)([O-])[O-].[K+].[K+], predict the reaction product. The product is: [NH2:1][C:2]1[S:3][C:4]2[C:10]([CH:11]([CH3:12])[CH3:13])=[C:9]([S:14][C:28]3[C:29](=[O:45])[O:30][C@:31]([CH2:36][CH2:37][C:38]4[CH:43]=[CH:42][C:41]([OH:44])=[CH:40][CH:39]=4)([CH:33]([CH3:35])[CH3:34])[CH2:32][C:27]=3[OH:26])[CH:8]=[C:7]([CH3:25])[C:5]=2[N:6]=1. (7) Given the reactants C([O-])([O-])=O.[K+].[K+].C[NH:8][N:9]=[CH:10][C:11]([C:13]1[CH:18]=[CH:17][C:16]([F:19])=[CH:15][C:14]=1F)=[O:12], predict the reaction product. The product is: [F:19][C:16]1[CH:17]=[C:18]2[C:13]([C:11](=[O:12])[CH:10]=[N:9][NH:8]2)=[CH:14][CH:15]=1. (8) Given the reactants [S:1]1[CH2:7][C:5](=[O:6])[NH:4][C:2]1=[S:3].O=[CH:9][C:10]1[CH:18]=[CH:17][C:15]([OH:16])=[C:12]([O:13][CH3:14])[CH:11]=1.CC([O-])=O.[Na+].C(O)(=O)C, predict the reaction product. The product is: [OH:16][C:15]1[CH:17]=[CH:18][C:10]([CH:9]=[C:7]2[S:1][C:2](=[S:3])[NH:4][C:5]2=[O:6])=[CH:11][C:12]=1[O:13][CH3:14].